From a dataset of Full USPTO retrosynthesis dataset with 1.9M reactions from patents (1976-2016). Predict the reactants needed to synthesize the given product. Given the product [CH3:12][O:9][C@H:4]1[C:3]([O:10][CH3:11])([O:2][CH3:1])[CH2:8][CH2:7][O:6][CH2:5]1, predict the reactants needed to synthesize it. The reactants are: [CH3:1][O:2][C:3]1([O:10][CH3:11])[CH2:8][CH2:7][O:6][CH2:5][C@H:4]1[OH:9].[CH3:12]C([O-])(C)C.[K+].S(OC)(OC)(=O)=O.O.